Dataset: Reaction yield outcomes from USPTO patents with 853,638 reactions. Task: Predict the reaction yield, written as a fraction of the theoretical maximum amount of product (1.0 means a 100% yield; for example, 0.34 means a 34% yield). (1) The product is [F:37][C:15]1[C:16]([N:21]([CH2:28][C:29]2[CH:34]=[CH:33][C:32]([O:35][CH3:36])=[CH:31][CH:30]=2)[S:22]([CH2:25][CH2:26][CH3:27])(=[O:23])=[O:24])=[CH:17][CH:18]=[C:19]([F:20])[C:14]=1[NH:13][C:11]([C:8]1[C:4]2[N:5]=[CH:6][N:7]=[C:2]([CH:38]=[CH2:39])[C:3]=2[S:10][CH:9]=1)=[O:12]. The yield is 0.250. The catalyst is C(OCC)(=O)C.O.C1C=CC(P(C2C=CC=CC=2)C2C=CC=CC=2)=CC=1.C1C=CC(P(C2C=CC=CC=2)C2C=CC=CC=2)=CC=1.Cl[Pd]Cl. The reactants are Cl[C:2]1[C:3]2[S:10][CH:9]=[C:8]([C:11]([NH:13][C:14]3[C:19]([F:20])=[CH:18][CH:17]=[C:16]([N:21]([CH2:28][C:29]4[CH:34]=[CH:33][C:32]([O:35][CH3:36])=[CH:31][CH:30]=4)[S:22]([CH2:25][CH2:26][CH3:27])(=[O:24])=[O:23])[C:15]=3[F:37])=[O:12])[C:4]=2[N:5]=[CH:6][N:7]=1.[CH3:38][C:39]1(C)C(C)(C)OB(C=C)O1.C(=O)([O-])[O-].[Na+].[Na+].C(#N)C. (2) The reactants are [NH2:1][C:2]1[C:9]([OH:10])=[CH:8][CH:7]=[CH:6][C:3]=1[C:4]#[N:5].C1N=CN([C:16](N2C=NC=C2)=[S:17])C=1. The catalyst is C1COCC1.Cl. The product is [SH:17][C:16]1[O:10][C:9]2[C:2](=[C:3]([C:4]#[N:5])[CH:6]=[CH:7][CH:8]=2)[N:1]=1. The yield is 0.800. (3) The reactants are Cl[CH2:2][Si:3]([O:6][CH3:7])([CH3:5])[CH3:4].[O-:8][C:9]#[N:10].[K+].[NH:12]1[CH2:16][CH2:15][CH2:14][C:13]1=[O:17]. The catalyst is CN(C=O)C. The product is [CH3:7][O:6][Si:3]([CH2:2][NH:10][C:9]([N:12]1[CH2:16][CH2:15][CH2:14][C:13]1=[O:17])=[O:8])([CH3:5])[CH3:4]. The yield is 1.00.